Dataset: Forward reaction prediction with 1.9M reactions from USPTO patents (1976-2016). Task: Predict the product of the given reaction. (1) Given the reactants [C:1]([O:5][C:6]([N:8]1[CH2:13][CH2:12][N:11]([C:14]([O:16][C:17]([CH3:20])([CH3:19])[CH3:18])=[O:15])[CH2:10][CH:9]1[CH2:21][CH2:22]O)=[O:7])([CH3:4])([CH3:3])[CH3:2].C1(P(C2C=CC=CC=2)C2C=CC=CC=2)C=CC=CC=1.C(Br)(Br)(Br)[Br:44], predict the reaction product. The product is: [C:1]([O:5][C:6]([N:8]1[CH2:13][CH2:12][N:11]([C:14]([O:16][C:17]([CH3:20])([CH3:19])[CH3:18])=[O:15])[CH2:10][CH:9]1[CH2:21][CH2:22][Br:44])=[O:7])([CH3:4])([CH3:3])[CH3:2]. (2) Given the reactants O[CH:2]([CH2:16][CH2:17][CH2:18][CH2:19][CH2:20][C:21]1[CH:26]=[CH:25][CH:24]=[CH:23][CH:22]=1)[C:3]([C:5]1[O:6][C:7]([C:10]2[CH:15]=[CH:14][CH:13]=[CH:12][N:11]=2)=[CH:8][N:9]=1)=[O:4].[BH4-].[Na+].C[OH:30], predict the reaction product. The product is: [C:21]1([CH2:20][CH2:19][CH2:18][CH2:17][CH:16]([OH:30])[CH2:2][CH:3]([C:5]2[O:6][C:7]([C:10]3[CH:15]=[CH:14][CH:13]=[CH:12][N:11]=3)=[CH:8][N:9]=2)[OH:4])[CH:26]=[CH:25][CH:24]=[CH:23][CH:22]=1. (3) The product is: [Cl:12][C:13]1[CH:18]=[C:17]([N+:19]([O-:21])=[O:20])[CH:16]=[CH:15][C:14]=1[O:1][C:2]1[CH:3]=[N:4][CH:5]=[C:6]([CH:11]=1)[C:7]([O:9][CH3:10])=[O:8]. Given the reactants [OH:1][C:2]1[CH:3]=[N:4][CH:5]=[C:6]([CH:11]=1)[C:7]([O:9][CH3:10])=[O:8].[Cl:12][C:13]1[CH:18]=[C:17]([N+:19]([O-:21])=[O:20])[CH:16]=[CH:15][C:14]=1F.C(=O)([O-])[O-].[K+].[K+].CN(C)C=O, predict the reaction product. (4) Given the reactants [CH3:1][N:2]1[CH2:7][CH2:6][N:5]([C:8]2[CH:13]=[CH:12][C:11]([NH:14][CH:15]=[C:16]3[C:25]4[C:20](=[CH:21][CH:22]=[C:23]([C:26]5[CH:30]=[CH:29][NH:28][CH:27]=5)[CH:24]=4)[C:19](=[O:31])[NH:18][C:17]3=[O:32])=[CH:10][CH:9]=2)[CH2:4][CH2:3]1.C(=O)([O-])[O-].[K+].[K+].[I-].[Na+].Br[CH2:42][C:43]([NH2:45])=[O:44], predict the reaction product. The product is: [CH3:1][N:2]1[CH2:3][CH2:4][N:5]([C:8]2[CH:9]=[CH:10][C:11]([NH:14][CH:15]=[C:16]3[C:25]4[C:20](=[CH:21][CH:22]=[C:23]([C:26]5[CH:30]=[CH:29][N:28]([CH2:42][C:43]([NH2:45])=[O:44])[CH:27]=5)[CH:24]=4)[C:19](=[O:31])[NH:18][C:17]3=[O:32])=[CH:12][CH:13]=2)[CH2:6][CH2:7]1. (5) Given the reactants [N:1]([C@@H:4]([CH2:34][CH2:35][CH2:36][CH3:37])[C@@H:5]([NH:13][C:14](=[O:33])[C:15]1[CH:20]=[C:19]([N:21]([CH3:26])[S:22]([CH3:25])(=[O:24])=[O:23])[N:18]=[C:17]([NH:27][CH2:28][CH:29]2[CH2:31][CH:30]2[CH3:32])[CH:16]=1)[CH2:6][C:7]1[CH:12]=[CH:11][CH:10]=[CH:9][CH:8]=1)=[N+]=[N-], predict the reaction product. The product is: [NH2:1][C@@H:4]([CH2:34][CH2:35][CH2:36][CH3:37])[C@@H:5]([NH:13][C:14](=[O:33])[C:15]1[CH:20]=[C:19]([N:21]([CH3:26])[S:22]([CH3:25])(=[O:24])=[O:23])[N:18]=[C:17]([NH:27][CH2:28][CH:29]2[CH2:31][CH:30]2[CH3:32])[CH:16]=1)[CH2:6][C:7]1[CH:12]=[CH:11][CH:10]=[CH:9][CH:8]=1. (6) Given the reactants [F:1][CH2:2][C@@H:3]1[CH2:7][CH2:6][N:5]([C@@H:8]([CH3:30])[CH2:9][O:10]C(C2C=CC=CC=2)(C2C=CC=CC=2)C2C=CC=CC=2)[CH2:4]1, predict the reaction product. The product is: [F:1][CH2:2][C@@H:3]1[CH2:7][CH2:6][N:5]([C@@H:8]([CH3:30])[CH2:9][OH:10])[CH2:4]1. (7) Given the reactants ClC1C(Cl)=C([N+]([O-])=O)C(Cl)=C(Cl)N=1.[CH2:14]([O:21][C:22]([N:24]1[CH2:29][CH2:28][CH:27]([CH2:30][NH:31][C:32]2[C:37]([Cl:38])=[C:36]([Cl:39])[N:35]=[C:34]([Cl:40])[C:33]=2[Cl:41])[CH:26]([OH:42])[CH2:25]1)=[O:23])[C:15]1[CH:20]=[CH:19][CH:18]=[CH:17][CH:16]=1.C(OC(N1CC[C@H](CN)[C@H](O)C1)=O)C1C=CC=CC=1.CN1CCOCC1, predict the reaction product. The product is: [CH2:14]([O:21][C:22]([N:24]1[CH2:29][CH2:28][CH:27]([CH2:30][NH:31][C:32]2[C:37]([Cl:38])=[C:36]([Cl:39])[N:35]=[C:34]([Cl:40])[C:33]=2[Cl:41])[CH:26]([OH:42])[CH2:25]1)=[O:23])[C:15]1[CH:16]=[CH:17][CH:18]=[CH:19][CH:20]=1.